This data is from Reaction yield outcomes from USPTO patents with 853,638 reactions. The task is: Predict the reaction yield, written as a fraction of the theoretical maximum amount of product (1.0 means a 100% yield; for example, 0.34 means a 34% yield). The reactants are N1C=CC=CC=1.[CH2:7]([OH:11])[CH2:8][CH2:9][CH3:10].[P:12](Cl)(=[O:31])([O:22][C:23]1[CH:28]=[CH:27][C:26]([Cl:29])=[CH:25][C:24]=1[Cl:30])[O:13][C:14]1[CH:19]=[CH:18][C:17]([Cl:20])=[CH:16][C:15]=1[Cl:21]. The catalyst is C(Cl)Cl. The product is [P:12]([O:13][C:14]1[CH:19]=[CH:18][C:17]([Cl:20])=[CH:16][C:15]=1[Cl:21])([O:22][C:23]1[CH:28]=[CH:27][C:26]([Cl:29])=[CH:25][C:24]=1[Cl:30])([O:11][CH2:7][CH2:8][CH2:9][CH3:10])=[O:31]. The yield is 0.100.